Dataset: B-cell epitopes from IEDB database with 3,159 antigens for binding position prediction. Task: Token-level Classification. Given an antigen amino acid sequence, predict which amino acid positions are active epitope sites capable of antibody binding. Output is a list of indices for active positions. (1) Given the antigen sequence: MCGGQRPLFLLPLLAVCLGAKGRNQEERLLGDLMQGYNPHLRPAEHDSDVVNVSLKLTLTNLISLNEREEALTTNVWIEMQWCDYRLRWDPRDYGGLWVLRVPSTMVWRPDIVLENNVDGVFEVALYCNVLVSPDGCVYWLPPAIFRSSCPVSVTFFPFDWQNCSLIFQSQTYSTNEINLQLSQEDGQTIEWIFIDPEAFTENGEWAIRHRPAKMLLDEAAPAEEAGHQKVVFYLLIQRKPLFYVINIIAPCVLISSVAILIYFLPAKAGGQKCTVAINVLLAQTVFLFLVAKKVPETSQAVPLISKYLTFLLVVTILIVVNAVVVLNVSLRSPHTHSMARGVRKVFLRLLPQLLRMHVRPLAPVAVQDAHPRLQNGSSSGWPITAGEEVALCLPRSELLFRQRQRNGLVRAALEKLEKGPESGQSPEWCGSLKQAAPAIQACVEACNLIARARHQQTHFDSGNKEWFLVGRVLDRVCFLAMLSLFVCGTAGIFLMAHYN..., which amino acid positions are active epitope sites? The epitope positions are: [408, 409, 410, 411, 412, 413, 414, 415, 416, 417, 418, 419, 420, 421, 422, 423, 424, 425, 426, 427]. The amino acids at these positions are: LVRAALEKLEKGPESGQSPE. (2) Given the antigen sequence: MMPTTLFAGTHITMTTVYHITVSQIQLSLLKVTAFQHQNSKKTTKLVVILRIGTQVLKTMSLYMAISPKFTTSLSLHKLLQTLVLKMLHSSSLTSLLKTHRMCKYTQSTALQELLIQQWIQFMMSRRRLLACLCKHKKVSTNLCTHSFRKKQVR, which amino acid positions are active epitope sites? The epitope positions are: [134, 135, 136, 137, 138, 139, 140, 141, 142, 143, 144, 145, 146, 147, 148, 149, 150, 151, 152, 153]. The amino acids at these positions are: KHKKVSTNLCTHSFRKKQVR.